From a dataset of Full USPTO retrosynthesis dataset with 1.9M reactions from patents (1976-2016). Predict the reactants needed to synthesize the given product. (1) Given the product [CH3:29][N:30]1[C:34]([C:2]2[C:3]3[C:7]([CH:8]=[CH:9][CH:10]=2)=[N:6][N:5]2[C:11]([CH:16]4[CH2:21][CH2:20][N:19]([C:22]([O:24][C:25]([CH3:26])([CH3:28])[CH3:27])=[O:23])[CH2:18][CH2:17]4)=[CH:12][C:13](=[O:15])[NH:14][C:4]=32)=[CH:33][CH:32]=[N:31]1, predict the reactants needed to synthesize it. The reactants are: Br[C:2]1[C:3]2[C:7]([CH:8]=[CH:9][CH:10]=1)=[N:6][N:5]1[C:11]([CH:16]3[CH2:21][CH2:20][N:19]([C:22]([O:24][C:25]([CH3:28])([CH3:27])[CH3:26])=[O:23])[CH2:18][CH2:17]3)=[CH:12][C:13](=[O:15])[NH:14][C:4]=21.[CH3:29][N:30]1[C:34](B2OC(C)(C)C(C)(C)O2)=[CH:33][CH:32]=[N:31]1.P([O-])([O-])([O-])=O.[K+].[K+].[K+]. (2) Given the product [CH3:11][C:10]1[N:9]([C:12]2[CH:17]=[CH:16][CH:15]=[C:14]([O:18][C:19]([F:21])([F:20])[F:22])[CH:13]=2)[N:8]=[C:7]([C:23]2[CH:28]=[CH:27][N:26]=[CH:25][CH:24]=2)[C:6]=1[C:4]([OH:5])=[O:3], predict the reactants needed to synthesize it. The reactants are: C([O:3][C:4]([C:6]1[C:7]([C:23]2[CH:28]=[CH:27][N:26]=[CH:25][CH:24]=2)=[N:8][N:9]([C:12]2[CH:17]=[CH:16][CH:15]=[C:14]([O:18][C:19]([F:22])([F:21])[F:20])[CH:13]=2)[C:10]=1[CH3:11])=[O:5])C.O.[OH-].[Li+].